Dataset: Reaction yield outcomes from USPTO patents with 853,638 reactions. Task: Predict the reaction yield, written as a fraction of the theoretical maximum amount of product (1.0 means a 100% yield; for example, 0.34 means a 34% yield). The reactants are Br[C:2]1[CH:12]=[CH:11][C:5]([C:6]([O:8][CH2:9][CH3:10])=[O:7])=[CH:4][C:3]=1[O:13][CH2:14][CH:15]1[CH2:17][CH2:16]1.[C:18]([CH:20]1[CH2:22][CH2:21]1)#[CH:19]. The catalyst is C1(C)C=CC=CC=1.C(N(CC)CC)C.CO.[Cu]I.Cl[Pd](Cl)([P](C1C=CC=CC=1)(C1C=CC=CC=1)C1C=CC=CC=1)[P](C1C=CC=CC=1)(C1C=CC=CC=1)C1C=CC=CC=1. The product is [CH:20]1([C:18]#[C:19][C:2]2[CH:12]=[CH:11][C:5]([C:6]([O:8][CH2:9][CH3:10])=[O:7])=[CH:4][C:3]=2[O:13][CH2:14][CH:15]2[CH2:17][CH2:16]2)[CH2:22][CH2:21]1. The yield is 0.610.